Dataset: Full USPTO retrosynthesis dataset with 1.9M reactions from patents (1976-2016). Task: Predict the reactants needed to synthesize the given product. (1) Given the product [C:26]([C:30]1[CH:38]=[C:37]2[C:33]([CH:34]=[C:35]([CH3:43])[CH:36]2[Si:39]([CH:16]2[C:15]3[C:19](=[C:11]([C:8]4[CH:7]=[CH:6][C:5]([C:1]([CH3:4])([CH3:3])[CH3:2])=[CH:10][CH:9]=4)[CH:12]=[CH:13][CH:14]=3)[CH:18]=[C:17]2[CH3:20])([CH3:41])[CH3:40])=[C:32]([C:44]2[CH:49]=[CH:48][C:47]([C:50]([CH3:53])([CH3:52])[CH3:51])=[CH:46][CH:45]=2)[C:31]=1[O:54][CH3:55])([CH3:29])([CH3:28])[CH3:27], predict the reactants needed to synthesize it. The reactants are: [C:1]([C:5]1[CH:10]=[CH:9][C:8]([C:11]2[CH:12]=[CH:13][CH:14]=[C:15]3[C:19]=2[CH2:18][C:17]([CH3:20])=[CH:16]3)=[CH:7][CH:6]=1)([CH3:4])([CH3:3])[CH3:2].[Li]CCCC.[C:26]([C:30]1[CH:38]=[C:37]2[C:33]([CH:34]=[C:35]([CH3:43])[CH:36]2[Si:39](Cl)([CH3:41])[CH3:40])=[C:32]([C:44]2[CH:49]=[CH:48][C:47]([C:50]([CH3:53])([CH3:52])[CH3:51])=[CH:46][CH:45]=2)[C:31]=1[O:54][CH3:55])([CH3:29])([CH3:28])[CH3:27].O. (2) Given the product [O:16]1[CH:20]=[CH:19][CH:18]=[C:17]1[C:21]([N:6]1[C:7](=[O:15])[C:8]2[C:13](=[CH:12][CH:11]=[CH:10][CH:9]=2)[C:14]2[CH:1]=[CH:2][CH:3]=[CH:4][C:5]1=2)=[O:22], predict the reactants needed to synthesize it. The reactants are: [CH:1]1[C:14]2[C:13]3[C:8](=[CH:9][CH:10]=[CH:11][CH:12]=3)[C:7](=[O:15])[NH:6][C:5]=2[CH:4]=[CH:3][CH:2]=1.[O:16]1[CH:20]=[CH:19][CH:18]=[C:17]1[C:21](Cl)=[O:22]. (3) Given the product [CH2:1]([O:3][C:4](=[O:17])[CH2:5][C:6]1[N:10]2[CH:11]=[C:12]([CH:15]=[O:20])[CH:13]=[CH:14][C:9]2=[N:8][CH:7]=1)[CH3:2], predict the reactants needed to synthesize it. The reactants are: [CH2:1]([O:3][C:4](=[O:17])[CH2:5][C:6]1[N:10]2[CH:11]=[C:12]([C:15]#N)[CH:13]=[CH:14][C:9]2=[N:8][CH:7]=1)[CH3:2].O.[PH2]([O-])=[O:20].[Na+]. (4) Given the product [S:1]1[CH:5]=[CH:4][N:3]=[C:2]1[CH2:6][N:7]1[C:15]2[C:10](=[CH:11][C:12]([NH:16][C:17]3[C:26]4[C:21](=[CH:22][CH:23]=[CH:24][C:25]=4[O:27][C@@H:28]([CH3:33])[C:29]([NH2:34])=[O:31])[N:20]=[CH:19][N:18]=3)=[CH:13][CH:14]=2)[CH:9]=[N:8]1, predict the reactants needed to synthesize it. The reactants are: [S:1]1[CH:5]=[CH:4][N:3]=[C:2]1[CH2:6][N:7]1[C:15]2[C:10](=[CH:11][C:12]([NH:16][C:17]3[C:26]4[C:21](=[CH:22][CH:23]=[CH:24][C:25]=4[O:27][C@@H:28]([CH3:33])[C:29]([O:31]C)=O)[N:20]=[CH:19][N:18]=3)=[CH:13][CH:14]=2)[CH:9]=[N:8]1.[NH3:34]. (5) Given the product [Cl:37][C:16]1[CH:17]=[C:18]([NH:21][C:22]2[C:32]3[CH:31]=[C:30]([C:33]([O:35][CH3:36])=[O:34])[CH2:29][CH2:28][NH:27][C:26]=3[N:25]=[CH:24][N:23]=2)[CH:19]=[CH:20][C:15]=1[O:14][CH:11]1[CH2:10][CH2:9][NH:8][CH2:13][CH2:12]1, predict the reactants needed to synthesize it. The reactants are: C(OC([N:8]1[CH2:13][CH2:12][CH:11]([O:14][C:15]2[CH:20]=[CH:19][C:18]([NH:21][C:22]3[C:32]4[CH:31]=[C:30]([C:33]([O:35][CH3:36])=[O:34])[CH2:29][CH2:28][NH:27][C:26]=4[N:25]=[CH:24][N:23]=3)=[CH:17][C:16]=2[Cl:37])[CH2:10][CH2:9]1)=O)(C)(C)C.FC(F)(F)C(O)=O.